The task is: Predict the product of the given reaction.. This data is from Forward reaction prediction with 1.9M reactions from USPTO patents (1976-2016). Given the reactants Cl[C:2]1[C:7]([CH3:8])=[C:6]([Cl:9])[N:5]=[CH:4][C:3]=1[C:10]([N:12]1[CH2:17][CH2:16][CH:15]([C:18]2[CH:23]=[CH:22][C:21]([F:24])=[CH:20][CH:19]=2)[CH2:14][CH2:13]1)=[O:11].[F:25][C:26]1[CH:32]=[C:31]([F:33])[CH:30]=[CH:29][C:27]=1[NH2:28], predict the reaction product. The product is: [Cl:9][C:6]1[N:5]=[CH:4][C:3]([C:10]([N:12]2[CH2:17][CH2:16][CH:15]([C:18]3[CH:23]=[CH:22][C:21]([F:24])=[CH:20][CH:19]=3)[CH2:14][CH2:13]2)=[O:11])=[C:2]([NH:28][C:27]2[CH:29]=[CH:30][C:31]([F:33])=[CH:32][C:26]=2[F:25])[C:7]=1[CH3:8].